This data is from NCI-60 drug combinations with 297,098 pairs across 59 cell lines. The task is: Regression. Given two drug SMILES strings and cell line genomic features, predict the synergy score measuring deviation from expected non-interaction effect. (1) Synergy scores: CSS=9.54, Synergy_ZIP=5.09, Synergy_Bliss=-0.839, Synergy_Loewe=-29.8, Synergy_HSA=-16.4. Drug 1: CCCS(=O)(=O)NC1=C(C(=C(C=C1)F)C(=O)C2=CNC3=C2C=C(C=N3)C4=CC=C(C=C4)Cl)F. Drug 2: CN(CCCl)CCCl.Cl. Cell line: SW-620. (2) Drug 1: CC12CCC(CC1=CCC3C2CCC4(C3CC=C4C5=CN=CC=C5)C)O. Drug 2: C1=C(C(=O)NC(=O)N1)F. Cell line: HCT116. Synergy scores: CSS=48.3, Synergy_ZIP=-0.564, Synergy_Bliss=-2.22, Synergy_Loewe=-7.22, Synergy_HSA=-0.652. (3) Drug 1: C1CN(P(=O)(OC1)NCCCl)CCCl. Drug 2: C1C(C(OC1N2C=NC(=NC2=O)N)CO)O. Cell line: TK-10. Synergy scores: CSS=-0.566, Synergy_ZIP=-0.736, Synergy_Bliss=-5.07, Synergy_Loewe=-48.8, Synergy_HSA=-6.40. (4) Drug 1: CC1=C(C(=O)C2=C(C1=O)N3CC4C(C3(C2COC(=O)N)OC)N4)N. Drug 2: CC(C)CN1C=NC2=C1C3=CC=CC=C3N=C2N. Cell line: SK-MEL-2. Synergy scores: CSS=59.8, Synergy_ZIP=9.03, Synergy_Bliss=4.54, Synergy_Loewe=2.63, Synergy_HSA=6.41. (5) Drug 2: COCCOC1=C(C=C2C(=C1)C(=NC=N2)NC3=CC=CC(=C3)C#C)OCCOC.Cl. Drug 1: CN1C(=O)N2C=NC(=C2N=N1)C(=O)N. Cell line: U251. Synergy scores: CSS=-9.22, Synergy_ZIP=-1.38, Synergy_Bliss=-11.9, Synergy_Loewe=-9.00, Synergy_HSA=-13.4.